This data is from Full USPTO retrosynthesis dataset with 1.9M reactions from patents (1976-2016). The task is: Predict the reactants needed to synthesize the given product. (1) Given the product [NH2:34][CH2:33][CH2:32][N:6]1[C:7]2[C:12](=[CH:11][C:10]([NH:14][C:15]([C:17]3([C:20]4[CH:30]=[CH:29][C:23]5[O:24][C:25]([F:28])([F:27])[O:26][C:22]=5[CH:21]=4)[CH2:18][CH2:19]3)=[O:16])=[C:9]([F:31])[CH:8]=2)[CH:13]=[C:5]1[C:1]([CH3:4])([CH3:3])[CH3:2], predict the reactants needed to synthesize it. The reactants are: [C:1]([C:5]1[N:6]([CH2:32][CH2:33][NH:34]C(=O)OC(C)(C)C)[C:7]2[C:12]([CH:13]=1)=[CH:11][C:10]([NH:14][C:15]([C:17]1([C:20]3[CH:30]=[CH:29][C:23]4[O:24][C:25]([F:28])([F:27])[O:26][C:22]=4[CH:21]=3)[CH2:19][CH2:18]1)=[O:16])=[C:9]([F:31])[CH:8]=2)([CH3:4])([CH3:3])[CH3:2].FC(F)(F)C(O)=O. (2) Given the product [CH2:3]([O:10][C:11]([NH:13][C@@H:14]([CH2:19][C:22]1[CH:23]=[C:24]2[C:28](=[CH:29][CH:30]=1)[NH:27][CH:26]=[CH:25]2)[C:15]([O:17][CH3:18])=[O:16])=[O:12])[C:4]1[CH:9]=[CH:8][CH:7]=[CH:6][CH:5]=1, predict the reactants needed to synthesize it. The reactants are: II.[CH2:3]([O:10][C:11]([NH:13][C@@H:14]([CH2:19]I)[C:15]([O:17][CH3:18])=[O:16])=[O:12])[C:4]1[CH:9]=[CH:8][CH:7]=[CH:6][CH:5]=1.Br[C:22]1[CH:23]=[C:24]2[C:28](=[CH:29][CH:30]=1)[NH:27][CH:26]=[CH:25]2. (3) Given the product [OH:6][C:5]1[C:7]2[C:28](=[CH:27][C:10]([O:11][CH2:12][C:13]3([NH:16][C:17]([O:19][CH2:20][C:21]4[CH:26]=[CH:25][CH:24]=[CH:23][CH:22]=4)=[O:18])[CH2:14][CH2:15]3)=[C:9]([O:32][CH3:33])[CH:8]=2)[N:29]=[CH:3][CH:4]=1, predict the reactants needed to synthesize it. The reactants are: CN(C)[CH:3]=[CH:4][C:5]([C:7]1[C:28]([N+:29]([O-])=O)=[CH:27][C:10]([O:11][CH2:12][C:13]2([NH:16][C:17]([O:19][CH2:20][C:21]3[CH:26]=[CH:25][CH:24]=[CH:23][CH:22]=3)=[O:18])[CH2:15][CH2:14]2)=[C:9]([O:32][CH3:33])[CH:8]=1)=[O:6]. (4) The reactants are: [I:1][C:2]1[CH:10]=[CH:9][C:5]([C:6]([OH:8])=[O:7])=[CH:4][C:3]=1[N+:11]([O-:13])=[O:12].[C:14](OC)(OC)(OC)C. Given the product [CH3:14][O:7][C:6](=[O:8])[C:5]1[CH:9]=[CH:10][C:2]([I:1])=[C:3]([N+:11]([O-:13])=[O:12])[CH:4]=1, predict the reactants needed to synthesize it. (5) Given the product [CH3:29][O:28][C:14]1[CH:15]=[C:16]([CH:26]=[CH:27][C:13]=1[NH:12][C:4]1[N:3]=[C:2]([NH:30][C:31]2[CH:32]=[CH:33][C:34]([N:42]3[CH2:47][CH2:46][O:45][CH2:44][CH2:43]3)=[C:35]3[C:39]=2[C:38](=[O:40])[N:37]([CH3:41])[CH2:36]3)[C:7]([C:8]([F:11])([F:10])[F:9])=[CH:6][N:5]=1)[CH2:17][P:18](=[O:25])([O:22][CH2:23][CH3:24])[O:19][CH2:20][CH3:21], predict the reactants needed to synthesize it. The reactants are: Cl[C:2]1[C:7]([C:8]([F:11])([F:10])[F:9])=[CH:6][N:5]=[C:4]([NH:12][C:13]2[CH:27]=[CH:26][C:16]([CH2:17][P:18](=[O:25])([O:22][CH2:23][CH3:24])[O:19][CH2:20][CH3:21])=[CH:15][C:14]=2[O:28][CH3:29])[N:3]=1.[NH2:30][C:31]1[CH:32]=[CH:33][C:34]([N:42]2[CH2:47][CH2:46][O:45][CH2:44][CH2:43]2)=[C:35]2[C:39]=1[C:38](=[O:40])[N:37]([CH3:41])[CH2:36]2. (6) The reactants are: [Cl:1][C:2]1[CH:22]=[C:21]([C:23]([F:26])([F:25])[F:24])[CH:20]=[CH:19][C:3]=1[CH2:4][N:5]1[C:9](/[CH:10]=[CH:11]/[C:12]([OH:14])=O)=[CH:8][C:7]([O:15][CH:16]([CH3:18])[CH3:17])=[N:6]1.[CH2:27]([S:32]([NH2:35])(=[O:34])=[O:33])[CH2:28][CH2:29][CH2:30][CH3:31].N12CCCN=C1CCCCC2. Given the product [Cl:1][C:2]1[CH:22]=[C:21]([C:23]([F:26])([F:25])[F:24])[CH:20]=[CH:19][C:3]=1[CH2:4][N:5]1[C:9](/[CH:10]=[CH:11]/[C:12]([NH:35][S:32]([CH2:27][CH2:28][CH2:29][CH2:30][CH3:31])(=[O:34])=[O:33])=[O:14])=[CH:8][C:7]([O:15][CH:16]([CH3:18])[CH3:17])=[N:6]1, predict the reactants needed to synthesize it. (7) Given the product [F:51][C:52]([F:59])([F:58])[C:9](=[O:11])[CH:26]([C:33]1[CH:34]=[CH:35][C:36]([F:39])=[CH:37][CH:38]=1)[C:27]#[N:32], predict the reactants needed to synthesize it. The reactants are: CC[O-].[Na+].CNN.Cl.[C:9]([CH:26]([C:33]1[CH:38]=[CH:37][C:36]([F:39])=[CH:35][CH:34]=1)[C@H:27]([NH2:32])CC(Cl)=O)([O:11]CC1C2C(=CC=CC=2)C2C1=CC=CC=2)=O.C1CCN2C(=NCCC2)CC1.[F:51][C:52]([F:59])([F:58])C(OCC)=O.ClC1C=CC(CC#N)=C(F)C=1.[Na].